Dataset: Experimentally validated miRNA-target interactions with 360,000+ pairs, plus equal number of negative samples. Task: Binary Classification. Given a miRNA mature sequence and a target amino acid sequence, predict their likelihood of interaction. Result: 0 (no interaction). The protein sequence of the target gene is MASFGWKRKIGEKVSKVTSQQFEAEAADEKDVVDNDEGNWLHAIKRRKEILLEGCAEKSKQLKDEGASLAENKRYREAIQKWDEALQLTPNDATLYEMKSQVLMSLHEMFPAVHAAEMAVQQNPHSWESWQTLGRAQLGLGEIILAIRSFQVALHIYPMNPEIWKEDLSWARTLQEQQKVAQRIKKSEAPAEVTHFSPKSIPDYDFESDEIVAVCAAIAEKEKTVSANKTMVIVSASGAIETVTEKEDGATPPDGSVFIKAR. The miRNA is hsa-miR-4330 with sequence CCUCAGAUCAGAGCCUUGC.